Dataset: Reaction yield outcomes from USPTO patents with 853,638 reactions. Task: Predict the reaction yield, written as a fraction of the theoretical maximum amount of product (1.0 means a 100% yield; for example, 0.34 means a 34% yield). (1) The reactants are [CH2:1]([C@:3]12[CH2:17][CH2:16][C:11]3([O:15][CH2:14][CH2:13][O:12]3)[CH2:10][C@H:9]1[CH2:8][CH2:7][O:6][C:5]1[CH:18]=[C:19]([C:22]([O:24]C)=O)[CH:20]=[CH:21][C:4]2=1)[CH3:2].[CH2:26]([C@@:28]12[CH2:42][CH2:41][C:36]3([O:40][CH2:39][CH2:38][O:37]3)[CH2:35][C@@H:34]1[CH2:33][CH2:32][O:31][C:30]1[CH:43]=[C:44]([C:47]([O:49]C)=O)[CH:45]=[CH:46][C:29]2=1)[CH3:27].[CH3:51][C:52]1[C:57]([NH2:58])=[CH:56][CH:55]=[CH:54][N:53]=1.[Li+].C[Si]([N-][Si](C)(C)C)(C)C.C([O-])(O)=O.[Na+]. The catalyst is O.C1(C)C=CC=CC=1. The product is [CH2:1]([C@:3]12[CH2:17][CH2:16][C:11]3([O:12][CH2:13][CH2:14][O:15]3)[CH2:10][C@H:9]1[CH2:8][CH2:7][O:6][C:5]1[CH:18]=[C:19]([C:22]([NH:58][C:57]3[C:52]([CH3:51])=[N:53][CH:54]=[CH:55][CH:56]=3)=[O:24])[CH:20]=[CH:21][C:4]2=1)[CH3:2].[CH2:26]([C@@:28]12[CH2:42][CH2:41][C:36]3([O:37][CH2:38][CH2:39][O:40]3)[CH2:35][C@@H:34]1[CH2:33][CH2:32][O:31][C:30]1[CH:43]=[C:44]([C:47]([NH:58][C:57]3[C:52]([CH3:51])=[N:53][CH:54]=[CH:55][CH:56]=3)=[O:49])[CH:45]=[CH:46][C:29]2=1)[CH3:27]. The yield is 1.02. (2) The reactants are [NH2:1][C:2]1[CH:10]=[CH:9][C:8]([O:11][CH3:12])=[CH:7][C:3]=1[C:4]([OH:6])=O.[NH2:13][C:14](N)=[O:15]. The catalyst is O. The product is [CH3:12][O:11][C:8]1[CH:7]=[C:3]2[C:2](=[CH:10][CH:9]=1)[NH:1][C:14](=[O:15])[NH:13][C:4]2=[O:6]. The yield is 0.880.